The task is: Predict the reaction yield, written as a fraction of the theoretical maximum amount of product (1.0 means a 100% yield; for example, 0.34 means a 34% yield).. This data is from Reaction yield outcomes from USPTO patents with 853,638 reactions. (1) The reactants are [Cl:1][C:2]1[CH:7]=[CH:6][C:5]([CH3:8])=[CH:4][N:3]=1.[OH:9]O. The catalyst is C(O)(=O)C.O. The product is [Cl:1][C:2]1[CH:7]=[CH:6][C:5]([CH3:8])=[CH:4][N+:3]=1[O-:9]. The yield is 0.820. (2) The catalyst is CN(C=O)C.C(Cl)Cl. The product is [Cl:5][C:6]1[CH:14]=[CH:13][C:9]([C:10]([N:21]2[CH2:22][CH2:23][N:18]([CH3:17])[CH2:19][CH2:20]2)=[O:12])=[C:8]([O:15][CH3:16])[CH:7]=1. The yield is 1.00. The reactants are S(Cl)(Cl)=O.[Cl:5][C:6]1[CH:14]=[CH:13][C:9]([C:10]([OH:12])=O)=[C:8]([O:15][CH3:16])[CH:7]=1.[CH3:17][N:18]1[CH2:23][CH2:22][NH:21][CH2:20][CH2:19]1. (3) The reactants are Br[C:2]1[CH:7]=[CH:6][C:5]([OH:8])=[C:4]([CH2:9][C:10]2[CH:15]=[CH:14][C:13]([F:16])=[CH:12][CH:11]=2)[CH:3]=1.CC1C=C(C=C(C)C=1CC1C=CC(OCOC)=C(CC2C=CC(F)=CC=2)C=1)C(OC)=O. The catalyst is [Pd].CO. The product is [F:16][C:13]1[CH:12]=[CH:11][C:10]([CH2:9][C:4]2[CH:3]=[CH:2][CH:7]=[CH:6][C:5]=2[OH:8])=[CH:15][CH:14]=1. The yield is 1.00. (4) The reactants are [Br:1][C:2]1[C:7]([NH:8][S:9]([C:12]2[CH:17]=[CH:16][C:15]([Cl:18])=[C:14]([C:19]([F:22])([F:21])[F:20])[CH:13]=2)(=[O:11])=[O:10])=[CH:6][C:5]([CH3:23])=[CH:4][N:3]=1.[CH3:24][O:25][CH2:26]Cl.C([O-])([O-])=O.[K+].[K+]. The catalyst is C1COCC1. The product is [Br:1][C:2]1[C:7]([N:8]([CH2:24][O:25][CH3:26])[S:9]([C:12]2[CH:17]=[CH:16][C:15]([Cl:18])=[C:14]([C:19]([F:22])([F:21])[F:20])[CH:13]=2)(=[O:10])=[O:11])=[CH:6][C:5]([CH3:23])=[CH:4][N:3]=1. The yield is 0.840. (5) The reactants are Cl.[CH3:2][C:3]1[C:8]([C:9]([OH:11])=O)=[CH:7][N:6]=[CH:5][CH:4]=1.[CH3:12][S:13][C:14]1[CH:19]=[CH:18][C:17]([NH:20][CH:21]2[CH2:26][CH2:25][N:24]([C@H:27]([CH3:31])[CH2:28][C:29]#[N:30])[CH2:23][CH2:22]2)=[CH:16][CH:15]=1. No catalyst specified. The product is [C:29]([CH2:28][C@H:27]([N:24]1[CH2:23][CH2:22][CH:21]([N:20]([C:17]2[CH:18]=[CH:19][C:14]([S:13][CH3:12])=[CH:15][CH:16]=2)[C:9](=[O:11])[C:8]2[C:3]([CH3:2])=[CH:4][CH:5]=[N:6][CH:7]=2)[CH2:26][CH2:25]1)[CH3:31])#[N:30]. The yield is 0.700.